Predict which catalyst facilitates the given reaction. From a dataset of Catalyst prediction with 721,799 reactions and 888 catalyst types from USPTO. (1) Product: [Cl:1][C:2]1[CH:3]=[CH:4][C:5]([NH:8][C:9]([C:11]2[C:20]3[C:15](=[CH:16][C:17]([O:21][C:29]4[C:38]5[C:33](=[CH:34][C:35]([O:41][CH3:42])=[C:36]([O:39][CH3:40])[CH:37]=5)[N:32]=[CH:31][CH:30]=4)=[CH:18][CH:19]=3)[CH:14]=[CH:13][CH:12]=2)=[O:10])=[CH:6][CH:7]=1. The catalyst class is: 3. Reactant: [Cl:1][C:2]1[CH:7]=[CH:6][C:5]([NH:8][C:9]([C:11]2[C:20]3[C:15](=[CH:16][C:17]([OH:21])=[CH:18][CH:19]=3)[CH:14]=[CH:13][CH:12]=2)=[O:10])=[CH:4][CH:3]=1.C([O-])([O-])=O.[Cs+].[Cs+].Cl[C:29]1[C:38]2[C:33](=[CH:34][C:35]([O:41][CH3:42])=[C:36]([O:39][CH3:40])[CH:37]=2)[N:32]=[CH:31][CH:30]=1. (2) Reactant: [C:1]([O:5][C:6]([N:8]1[C:12]2[CH:13]=[C:14]([CH2:16][OH:17])[S:15][C:11]=2[C:10]([I:18])=[N:9]1)=[O:7])([CH3:4])([CH3:3])[CH3:2].C(N(CC)CC)C.[CH3:26][S:27](Cl)(=[O:29])=[O:28]. Product: [C:1]([O:5][C:6]([N:8]1[C:12]2[CH:13]=[C:14]([CH2:16][O:17][S:27]([CH3:26])(=[O:29])=[O:28])[S:15][C:11]=2[C:10]([I:18])=[N:9]1)=[O:7])([CH3:4])([CH3:2])[CH3:3]. The catalyst class is: 4.